Dataset: Reaction yield outcomes from USPTO patents with 853,638 reactions. Task: Predict the reaction yield, written as a fraction of the theoretical maximum amount of product (1.0 means a 100% yield; for example, 0.34 means a 34% yield). (1) The reactants are [NH2:1][CH2:2][CH2:3][C@H:4]([OH:17])[CH2:5][N:6]1[C:14](=[O:15])[C:13]2[C:8](=[CH:9][CH:10]=[CH:11][CH:12]=2)[C:7]1=[O:16].[Cl:18][C:19]1[CH:24]=[C:23]([F:25])[CH:22]=[CH:21][C:20]=1[S:26](Cl)(=[O:28])=[O:27].CCN(CC)CC. The catalyst is C(Cl)Cl. The product is [Cl:18][C:19]1[CH:24]=[C:23]([F:25])[CH:22]=[CH:21][C:20]=1[S:26]([NH:1][CH2:2][CH2:3][C@H:4]([OH:17])[CH2:5][N:6]1[C:14](=[O:15])[C:13]2[C:8](=[CH:9][CH:10]=[CH:11][CH:12]=2)[C:7]1=[O:16])(=[O:28])=[O:27]. The yield is 0.550. (2) The yield is 0.910. The catalyst is ClCCl. The reactants are [Si]([O:8][CH2:9][C:10]1[CH:15]=[CH:14][CH:13]=[CH:12][C:11]=1[NH:16][C:17]1[N:25]=[C:24]2[C:20]([NH:21][C:22](=[O:34])[N:23]2[C:26]2[CH:31]=[CH:30][CH:29]=[CH:28][C:27]=2[O:32][CH3:33])=[C:19]([C:35]([O:37]CC)=O)[N:18]=1)(C(C)(C)C)(C)C.[NH2:40]C1C(C(OCC)=O)=NC(NC2C=CC=C(CO[Si](C(C)(C)C)(C)C)C=2)=NC=1NC1C=CC=CC=1OC. The product is [OH:8][CH2:9][C:10]1[CH:15]=[CH:14][CH:13]=[CH:12][C:11]=1[NH:16][C:17]1[N:25]=[C:24]2[C:20]([NH:21][C:22](=[O:34])[N:23]2[C:26]2[CH:31]=[CH:30][CH:29]=[CH:28][C:27]=2[O:32][CH3:33])=[C:19]([C:35]([NH2:40])=[O:37])[N:18]=1. (3) The reactants are O1[CH2:6][CH2:5][O:4][CH2:3]C1.CC(C)([O-])C.[K+].[Br:13][C:14]1C=C[C:17]([S:20]([CH:23]([CH3:25])[CH3:24])(=[O:22])=[O:21])=[CH:16][C:15]=1F. The catalyst is CO. The product is [Br:13][C:14]1[CH:15]=[CH:16][C:17]([S:20]([CH:23]([CH3:25])[CH3:24])(=[O:21])=[O:22])=[CH:6][C:5]=1[O:4][CH3:3]. The yield is 0.750. (4) The reactants are [F:1][C:2]1[CH:7]=[CH:6][C:5]([C:8]2[CH:17]=[C:16]([CH:18]([O:26][CH2:27][CH2:28][N:29]3[CH:33]=[CH:32][N:31]=[C:30]3[CH2:34][O:35][Si](C(C)(C)C)(C3C=CC=CC=3)C3C=CC=CC=3)[C:19]3[CH:24]=[CH:23][C:22]([F:25])=[CH:21][CH:20]=3)[CH:15]=[CH:14][C:9]=2[C:10]([O:12]C)=[O:11])=[CH:4][CH:3]=1.[Na]. The catalyst is CO. The product is [F:1][C:2]1[CH:7]=[CH:6][C:5]([C:8]2[CH:17]=[C:16]([CH:18]([O:26][CH2:27][CH2:28][N:29]3[CH:33]=[CH:32][N:31]=[C:30]3[CH2:34][OH:35])[C:19]3[CH:24]=[CH:23][C:22]([F:25])=[CH:21][CH:20]=3)[CH:15]=[CH:14][C:9]=2[C:10]([OH:12])=[O:11])=[CH:4][CH:3]=1. The yield is 0.830. (5) The reactants are [OH-].[Na+].BrBr.[CH3:5][C:6]12[C:18]3[C:10](=[CH:11][C:12]([C:19](=[O:21])C)=[CH:13][C:14]=3[CH2:15][CH2:16][CH2:17]1)[CH2:9][CH2:8][CH2:7]2.S([O-])([O-])=[O:23].[Na+].[Na+].Cl. The catalyst is O1CCOCC1.O. The product is [CH3:5][C:6]12[C:18]3[C:14](=[CH:13][C:12]([C:19]([OH:23])=[O:21])=[CH:11][C:10]=3[CH2:9][CH2:8][CH2:7]1)[CH2:15][CH2:16][CH2:17]2. The yield is 0.810. (6) The reactants are [C:1]([N:4]([CH2:6][C:7]([OH:9])=[O:8])[CH3:5])(=O)C.[P:10]([OH:13])([OH:12])[OH:11].S(=O)(=O)(O)O.C=O. The catalyst is O. The product is [P:10]([CH2:1][N:4]([CH3:5])[CH2:6][C:7]([OH:9])=[O:8])([OH:13])([OH:12])=[O:11]. The yield is 0.980. (7) The reactants are [F:1][C:2]([F:12])([C:6]1[CH:11]=[CH:10][CH:9]=[CH:8][CH:7]=1)[C:3](O)=[O:4].C(Cl)(=O)C([Cl:16])=O.CN(C)C=O. The catalyst is C(Cl)Cl. The product is [C:6]1([C:2]([C:3]([Cl:16])=[O:4])([F:12])[F:1])[CH:11]=[CH:10][CH:9]=[CH:8][CH:7]=1. The yield is 0.980. (8) The reactants are C(O[C@@H]([C@H](OC(=O)C1C=CC=CC=1)C(O)=O)C(O)=O)(=O)C1C=CC=CC=1.[C:27]([O:33][CH2:34][N:35]1[C:39]2[N:40]=[CH:41][N:42]=[C:43]([C:44]3[CH:45]=[N:46][N:47]([C@@H:49]([CH:53]4[CH2:57][CH2:56][CH2:55][CH2:54]4)[CH2:50][C:51]#[N:52])[CH:48]=3)[C:38]=2[CH:37]=[CH:36]1)(=[O:32])[C:28]([CH3:31])([CH3:30])[CH3:29].C(=O)([O-])[O-].[K+].[K+]. The catalyst is C(OCC)(=O)C.O. The product is [C:27]([O:33][CH2:34][N:35]1[C:39]2[N:40]=[CH:41][N:42]=[C:43]([C:44]3[CH:45]=[N:46][N:47]([C@@H:49]([CH:53]4[CH2:57][CH2:56][CH2:55][CH2:54]4)[CH2:50][C:51]#[N:52])[CH:48]=3)[C:38]=2[CH:37]=[CH:36]1)(=[O:32])[C:28]([CH3:30])([CH3:31])[CH3:29]. The yield is 0.860. (9) The reactants are [CH3:1][C:2]1[CH:6]=[C:5]([CH3:7])[N:4]([C:8]2[CH:9]=[C:10]([CH:25]=[CH:26][CH:27]=2)[O:11][C:12]2[CH:24]=[CH:23][C:22]3[C:21]4[C:16](=[CH:17][CH:18]=[CH:19][CH:20]=4)[NH:15][C:14]=3[CH:13]=2)[N:3]=1.Br[C:29]1[CH:34]=[C:33]([C:35]([CH3:38])([CH3:37])[CH3:36])[CH:32]=[CH:31][N:30]=1.CC([O-])(C)C.[Na+]. The catalyst is C1(C)C=CC=CC=1.O1CCOCC1.C1C=CC(/C=C/C(/C=C/C2C=CC=CC=2)=O)=CC=1.C1C=CC(/C=C/C(/C=C/C2C=CC=CC=2)=O)=CC=1.C1C=CC(/C=C/C(/C=C/C2C=CC=CC=2)=O)=CC=1.[Pd].[Pd].CC(P(C(C)(C)C)C1C(C2C=CC=CC=2)=CC=CC=1)(C)C. The product is [C:35]([C:33]1[CH:32]=[CH:31][N:30]=[C:29]([N:15]2[C:14]3[CH:13]=[C:12]([O:11][C:10]4[CH:25]=[CH:26][CH:27]=[C:8]([N:4]5[C:5]([CH3:7])=[CH:6][C:2]([CH3:1])=[N:3]5)[CH:9]=4)[CH:24]=[CH:23][C:22]=3[C:21]3[C:16]2=[CH:17][CH:18]=[CH:19][CH:20]=3)[CH:34]=1)([CH3:38])([CH3:37])[CH3:36]. The yield is 0.940.